From a dataset of Forward reaction prediction with 1.9M reactions from USPTO patents (1976-2016). Predict the product of the given reaction. (1) Given the reactants [H-].[Na+].[N:3]1[CH:8]=[CH:7][CH:6]=[CH:5][C:4]=1[C:9]1[CH:14]=[CH:13][C:12]([C:15]2[C:16](=[O:25])[NH:17][C:18]3([CH2:24][CH2:23][CH2:22][O:21][CH2:20]3)[N:19]=2)=[CH:11][CH:10]=1.Br[CH2:27][C:28]([NH:30][C:31]1[CH:36]=[C:35]([F:37])[CH:34]=[C:33]([F:38])[CH:32]=1)=[O:29], predict the reaction product. The product is: [F:37][C:35]1[CH:36]=[C:31]([NH:30][C:28](=[O:29])[CH2:27][N:17]2[C:18]3([CH2:24][CH2:23][CH2:22][O:21][CH2:20]3)[N:19]=[C:15]([C:12]3[CH:11]=[CH:10][C:9]([C:4]4[CH:5]=[CH:6][CH:7]=[CH:8][N:3]=4)=[CH:14][CH:13]=3)[C:16]2=[O:25])[CH:32]=[C:33]([F:38])[CH:34]=1. (2) Given the reactants [Cl:1][C:2]1[N:7]=[C:6]([NH:8][CH2:9][CH:10]2[CH2:15][CH2:14][O:13][CH2:12][CH2:11]2)[C:5]([NH2:16])=[CH:4][CH:3]=1.[CH:17](O)=O, predict the reaction product. The product is: [Cl:1][C:2]1[N:7]=[C:6]2[N:8]([CH2:9][CH:10]3[CH2:15][CH2:14][O:13][CH2:12][CH2:11]3)[CH:17]=[N:16][C:5]2=[CH:4][CH:3]=1. (3) Given the reactants [Cl:1][C:2]1[CH:3]=[C:4]([CH:8]=[CH:9][CH:10]=1)[C:5](Cl)=[O:6].[C:11]([O:15][C:16]([CH3:19])([CH3:18])[CH3:17])(=[O:14])[NH:12][NH2:13], predict the reaction product. The product is: [Cl:1][C:2]1[CH:3]=[C:4]([CH:8]=[CH:9][CH:10]=1)[C:5]([NH:13][NH:12][C:11]([O:15][C:16]([CH3:19])([CH3:18])[CH3:17])=[O:14])=[O:6]. (4) Given the reactants [CH:1]1[N:2]=[C:3]([NH2:27])[C:4]2[N:9]=[CH:8][N:7]([C@@H:10]3[O:14][C@H:13]([CH2:15][C@@H:16]([NH2:24])[CH2:17][CH2:18][C@H:19]([NH2:23])[C:20]([OH:22])=[O:21])[C@@H:12]([OH:25])[C@H:11]3[OH:26])[C:5]=2[N:6]=1.[OH-].[Na+].[C:30](O[C:30]([O:32][C:33]([CH3:36])([CH3:35])[CH3:34])=[O:31])([O:32][C:33]([CH3:36])([CH3:35])[CH3:34])=[O:31].O.CO.C[C:49]([OH:51])=[O:50], predict the reaction product. The product is: [NH2:27][C:3]1[N:2]=[CH:1][N:6]=[C:5]2[C:4]=1[N:9]=[CH:8][N:7]2[C@@H:10]1[O:14][C@H:13]([CH2:15][C@@H:16]([NH:24][C:30]([O:32][C:33]([CH3:36])([CH3:35])[CH3:34])=[O:31])[CH2:17][CH2:18][C@H:19]([NH:23][C:49]([O:51][C:33]([CH3:36])([CH3:35])[CH3:34])=[O:50])[C:20]([OH:22])=[O:21])[C@@H:12]([OH:25])[C@H:11]1[OH:26]. (5) Given the reactants Cl[C:2]1[C:11]2[C:6](=[CH:7][C:8]([F:13])=[CH:9][C:10]=2[F:12])[N:5]=[C:4]([C:14]2[CH:19]=[CH:18][N:17]=[C:16]([O:20][CH3:21])[CH:15]=2)[C:3]=1[CH3:22].[O:23]1[CH2:28][CH2:27][N:26]([C:29]2[CH:30]=[C:31]3[NH:37][CH2:36][C:35]4([CH2:42][CH2:41][O:40][CH2:39][CH2:38]4)[C:32]3=[N:33][CH:34]=2)[CH2:25][CH2:24]1.CC(C)([O-])C.[Na+], predict the reaction product. The product is: [F:12][C:10]1[CH:9]=[C:8]([F:13])[CH:7]=[C:6]2[C:11]=1[C:2]([N:37]1[C:31]3[C:32](=[N:33][CH:34]=[C:29]([N:26]4[CH2:27][CH2:28][O:23][CH2:24][CH2:25]4)[CH:30]=3)[C:35]3([CH2:42][CH2:41][O:40][CH2:39][CH2:38]3)[CH2:36]1)=[C:3]([CH3:22])[C:4]([C:14]1[CH:19]=[CH:18][N:17]=[C:16]([O:20][CH3:21])[CH:15]=1)=[N:5]2. (6) Given the reactants [C:1]([O:5][C:6](=[O:25])[NH:7][CH:8]([CH3:24])[C:9]([NH:11][C:12]1[N:13]=[C:14]([C:22]#[CH:23])[C:15]2[C:20]([CH:21]=1)=[CH:19][CH:18]=[CH:17][CH:16]=2)=[O:10])([CH3:4])([CH3:3])[CH3:2].Br[C:27]1[N:28]=[CH:29][S:30][CH:31]=1.CCN(C(C)C)C(C)C, predict the reaction product. The product is: [C:1]([O:5][C:6](=[O:25])[NH:7][CH:8]([CH3:24])[C:9](=[O:10])[NH:11][C:12]1[N:13]=[C:14]([C:22]#[C:23][C:27]2[N:28]=[CH:29][S:30][CH:31]=2)[C:15]2[C:20]([CH:21]=1)=[CH:19][CH:18]=[CH:17][CH:16]=2)([CH3:4])([CH3:3])[CH3:2].